This data is from Full USPTO retrosynthesis dataset with 1.9M reactions from patents (1976-2016). The task is: Predict the reactants needed to synthesize the given product. (1) The reactants are: C(OC([N:8]1[CH2:13][CH2:12][CH:11]([NH:14][C:15]2[O:16][C:17]([C:20]3[CH:25]=[CH:24][C:23]([F:26])=[CH:22][CH:21]=3)=[CH:18][N:19]=2)[CH2:10][CH2:9]1)=O)(C)(C)C.[ClH:27]. Given the product [ClH:27].[F:26][C:23]1[CH:24]=[CH:25][C:20]([C:17]2[O:16][C:15]([NH:14][CH:11]3[CH2:12][CH2:13][NH:8][CH2:9][CH2:10]3)=[N:19][CH:18]=2)=[CH:21][CH:22]=1, predict the reactants needed to synthesize it. (2) Given the product [Br:29][C:25]1[C:24]([CH3:30])=[CH:23][C:22]([N:15]([CH2:14][CH2:13][OH:12])[C:16]([NH:18][CH2:19][CH2:20][OH:21])=[O:17])=[CH:27][C:26]=1[CH3:28], predict the reactants needed to synthesize it. The reactants are: B(Cl)(Cl)Cl.C([O:12][CH2:13][CH2:14][N:15]([C:22]1[CH:27]=[C:26]([CH3:28])[C:25]([Br:29])=[C:24]([CH3:30])[CH:23]=1)[C:16]([NH:18][CH2:19][CH2:20][OH:21])=[O:17])C1C=CC=CC=1.C(=O)(O)[O-].[Na+]. (3) Given the product [F:1][C:2]1[CH:3]=[C:4]([NH:5][C:18](=[O:19])[CH2:17][Cl:16])[CH:6]=[CH:7][C:8]=1[F:9], predict the reactants needed to synthesize it. The reactants are: [F:1][C:2]1[CH:3]=[C:4]([CH:6]=[CH:7][C:8]=1[F:9])[NH2:5].N1C=CC=CC=1.[Cl:16][CH2:17][C:18](Cl)=[O:19]. (4) Given the product [Cl:1][C:2]1[S:6][C:5]([C:7]2[N:8]=[C:9]([CH2:12][NH:13][C:21]3[C:26]4=[CH:27][N:28]([CH2:30][C:31]5[CH:32]=[CH:33][C:34]6[N:35]([CH:37]=[C:38]([CH3:40])[N:39]=6)[CH:36]=5)[N:29]=[C:25]4[CH:24]=[CH:23][N:22]=3)[S:10][CH:11]=2)=[CH:4][CH:3]=1, predict the reactants needed to synthesize it. The reactants are: [Cl:1][C:2]1[S:6][C:5]([C:7]2[N:8]=[C:9]([CH2:12][NH2:13])[S:10][CH:11]=2)=[CH:4][CH:3]=1.C(O)(=O)C(O)=O.Cl[C:21]1[C:26]2=[CH:27][N:28]([CH2:30][C:31]3[CH:32]=[CH:33][C:34]4[N:35]([CH:37]=[C:38]([CH3:40])[N:39]=4)[CH:36]=3)[N:29]=[C:25]2[CH:24]=[CH:23][N:22]=1. (5) Given the product [F:16][C:17]([F:27])([F:28])[C:18]1[CH:19]=[CH:20][C:21]([NH:24][C:25]2[O:6][C:5]([C:4]3[CH:3]=[C:2]([NH2:1])[C:11]([NH2:12])=[CH:10][CH:9]=3)=[N:7][N:8]=2)=[CH:22][CH:23]=1, predict the reactants needed to synthesize it. The reactants are: [NH2:1][C:2]1[CH:3]=[C:4]([CH:9]=[CH:10][C:11]=1[NH2:12])[C:5]([NH:7][NH2:8])=[O:6].C(Cl)Cl.[F:16][C:17]([F:28])([F:27])[C:18]1[CH:23]=[CH:22][C:21]([N:24]=[C:25]=S)=[CH:20][CH:19]=1.CCN=C=NCCCN(C)C. (6) Given the product [Cl:35][CH2:36][C:37]1[CH:38]=[CH:39][C:40]([C:43]([N:45]=[C:46]=[S:47])=[O:44])=[CH:41][CH:42]=1.[Cl:12][C:13]1[CH:14]=[C:15]([NH:16][C:46]([NH:45][C:43](=[O:44])[C:40]2[CH:41]=[CH:42][C:37]([CH2:36][Cl:35])=[CH:38][CH:39]=2)=[S:47])[CH:17]=[CH:18][C:19]=1[O:20][C:21]1[C:30]2[C:25](=[CH:26][C:27]([O:33][CH3:34])=[C:28]([O:31][CH3:32])[CH:29]=2)[N:24]=[CH:23][CH:22]=1, predict the reactants needed to synthesize it. The reactants are: ClCC1C=CC(C(Cl)=O)=CC=1.[Cl:12][C:13]1[CH:14]=[C:15]([CH:17]=[CH:18][C:19]=1[O:20][C:21]1[C:30]2[C:25](=[CH:26][C:27]([O:33][CH3:34])=[C:28]([O:31][CH3:32])[CH:29]=2)[N:24]=[CH:23][CH:22]=1)[NH2:16].[Cl:35][CH2:36][C:37]1[CH:42]=[CH:41][C:40]([C:43]([N:45]=[C:46]=[S:47])=[O:44])=[CH:39][CH:38]=1. (7) Given the product [Br:1][C:2]1[CH:7]=[CH:6][C:5]([C:8]2[N:9]([C:18]3[CH:23]=[CH:22][C:21]([S:24]([CH3:27])(=[O:25])=[O:26])=[C:20]([F:28])[CH:19]=3)[CH:10]=[C:11]([C:13]([F:15])([F:14])[F:16])[N:12]=2)=[CH:4][CH:3]=1, predict the reactants needed to synthesize it. The reactants are: [Br:1][C:2]1[CH:7]=[CH:6][C:5]([C:8]2[N:9]([C:18]3[CH:23]=[CH:22][C:21]([S:24]([CH3:27])(=[O:26])=[O:25])=[C:20]([F:28])[CH:19]=3)[CH2:10][C:11](O)([C:13]([F:16])([F:15])[F:14])[N:12]=2)=[CH:4][CH:3]=1.O.C1(C)C=CC(S(O)(=O)=O)=CC=1.